Task: Predict the reaction yield, written as a fraction of the theoretical maximum amount of product (1.0 means a 100% yield; for example, 0.34 means a 34% yield).. Dataset: Reaction yield outcomes from USPTO patents with 853,638 reactions (1) The product is [C:1]([O:4][CH:5]1[C:9]2[N:10]=[CH:11][N:12]=[C:13]([N:22]3[CH2:21][CH2:20][N:19]([C:23]([O:25][C:26]([CH3:29])([CH3:28])[CH3:27])=[O:24])[CH2:18][C@@H:17]3[CH3:16])[C:8]=2[C@H:7]([CH3:15])[CH2:6]1)(=[O:3])[CH3:2]. The yield is 0.600. The reactants are [C:1]([O:4][CH:5]1[C:9]2[N:10]=[CH:11][N:12]=[C:13](Cl)[C:8]=2[C@H:7]([CH3:15])[CH2:6]1)(=[O:3])[CH3:2].[CH3:16][C@@H:17]1[NH:22][CH2:21][CH2:20][N:19]([C:23]([O:25][C:26]([CH3:29])([CH3:28])[CH3:27])=[O:24])[CH2:18]1. The catalyst is CN1C(=O)CCC1.C(OCC)(=O)C. (2) The product is [Cl:1][C:2]1[CH:10]=[CH:9][C:5]([C:6]([N:28]([CH2:29][CH3:30])[CH2:26][CH3:27])=[O:8])=[C:4]([C:11]([F:14])([F:13])[F:12])[CH:3]=1. The yield is 0.510. The reactants are [Cl:1][C:2]1[CH:10]=[CH:9][C:5]([C:6]([OH:8])=O)=[C:4]([C:11]([F:14])([F:13])[F:12])[CH:3]=1.C(Cl)(=O)C(Cl)=O.CN(C)C=O.[CH2:26]([NH:28][CH2:29][CH3:30])[CH3:27]. The catalyst is C(Cl)Cl. (3) The reactants are [CH3:1][C:2]([C:4]1[CH:9]=[CH:8][C:7](Br)=[CH:6][CH:5]=1)=[O:3].[NH:11]1[CH:15]=[N:14][CH:13]=[N:12]1.C([O-])([O-])=O.[Cs+].[Cs+]. The catalyst is CN(C=O)C.O.[Cu]I. The product is [N:11]1([C:7]2[CH:8]=[CH:9][C:4]([C:2](=[O:3])[CH3:1])=[CH:5][CH:6]=2)[CH:15]=[N:14][CH:13]=[N:12]1. The yield is 0.960. (4) The reactants are CS(O[CH:6]([C:9]1[CH:14]=[CH:13][C:12]([C:15]2[CH:20]=[CH:19][C:18]([CH2:21][O:22][CH2:23][O:24][CH3:25])=[CH:17][CH:16]=2)=[CH:11][N:10]=1)[CH2:7][CH3:8])(=O)=O.[NH:26]1[CH:30]=[CH:29][N:28]=[CH:27]1.C(N(CC)CC)C. The catalyst is C1COCC1. The product is [N:26]1([CH:6]([C:9]2[CH:14]=[CH:13][C:12]([C:15]3[CH:20]=[CH:19][C:18]([CH2:21][O:22][CH2:23][O:24][CH3:25])=[CH:17][CH:16]=3)=[CH:11][N:10]=2)[CH2:7][CH3:8])[CH:30]=[CH:29][N:28]=[CH:27]1. The yield is 0.440.